Dataset: Forward reaction prediction with 1.9M reactions from USPTO patents (1976-2016). Task: Predict the product of the given reaction. (1) Given the reactants [F:1][C:2]([F:24])([F:23])[C:3]1[CH:22]=[CH:21][C:6]([CH2:7][C@H:8]2[CH2:12][CH2:11]C(=O)[N:9]2[C:14]([O:16][C:17]([CH3:20])([CH3:19])[CH3:18])=[O:15])=[CH:5][CH:4]=1.[NH2:25][NH2:26], predict the reaction product. The product is: [C:17]([O:16][C:14](=[O:15])[NH:9][C@@H:8]([CH2:7][C:6]1[CH:21]=[CH:22][C:3]([C:2]([F:24])([F:23])[F:1])=[CH:4][CH:5]=1)[CH2:12][CH2:11][NH:25][NH2:26])([CH3:20])([CH3:19])[CH3:18]. (2) Given the reactants [CH3:1][S:2][C:3]1[N:10]=[C:9]([CH2:11][O:12][Si:13]([CH:20]([CH3:22])[CH3:21])([CH:17]([CH3:19])[CH3:18])[CH:14]([CH3:16])[CH3:15])[CH:8]=[CH:7][C:4]=1[C:5]#[N:6].ClC1C=C(C=CC=1)C(O)=[O:28].C(=O)([O-])[O-].[K+].[K+].[OH2:39], predict the reaction product. The product is: [CH3:1][S:2]([C:3]1[N:10]=[C:9]([CH2:11][O:12][Si:13]([CH:17]([CH3:19])[CH3:18])([CH:14]([CH3:16])[CH3:15])[CH:20]([CH3:22])[CH3:21])[CH:8]=[CH:7][C:4]=1[C:5]#[N:6])(=[O:28])=[O:39]. (3) The product is: [CH2:16]([O:15][P:14]([C:19]([F:35])([F:36])[C:20](=[O:34])[CH2:21][C:22]([C:25]1[CH:30]=[C:29]([F:31])[CH:28]=[CH:27][C:26]=1[O:32][CH3:33])([CH3:23])[CH3:24])(=[O:18])[O:13][CH2:11][CH3:12])[CH3:17]. Given the reactants C(Cl)(=O)C(Cl)=O.CS(C)=O.[CH2:11]([O:13][P:14]([C:19]([F:36])([F:35])[CH:20]([OH:34])[CH2:21][C:22]([C:25]1[CH:30]=[C:29]([F:31])[CH:28]=[CH:27][C:26]=1[O:32][CH3:33])([CH3:24])[CH3:23])(=[O:18])[O:15][CH2:16][CH3:17])[CH3:12].C(N(CC)CC)C, predict the reaction product. (4) Given the reactants [C:1]([C:3]1[CH:11]=[CH:10][C:6]([C:7](O)=[O:8])=[C:5]([F:12])[CH:4]=1)#[N:2].C(Cl)(=O)C([Cl:16])=O, predict the reaction product. The product is: [C:1]([C:3]1[CH:11]=[CH:10][C:6]([C:7]([Cl:16])=[O:8])=[C:5]([F:12])[CH:4]=1)#[N:2]. (5) Given the reactants N1CC([CH2:5][O:6][C:7]2[S:11][N:10]=[CH:9][C:8]=2[NH:12][C:13](=[O:29])[C:14]2[CH:19]=[CH:18][C:17]([F:20])=[C:16]([C:21]3[C:26]([F:27])=[CH:25][CH:24]=[CH:23][C:22]=3[F:28])[N:15]=2)C1.OCC1CCN(C(OC(C)(C)C)=O)CC1.[CH3:45][C:46]1([CH3:54])[O:50][CH:49]([CH2:51]CO)[CH2:48][O:47]1, predict the reaction product. The product is: [F:27][C:26]1[CH:25]=[CH:24][CH:23]=[C:22]([F:28])[C:21]=1[C:16]1[N:15]=[C:14]([C:13]([NH:12][C:8]2[CH:9]=[N:10][S:11][C:7]=2[O:6][CH2:5][CH2:51][CH:49]2[CH2:48][O:47][C:46]([CH3:54])([CH3:45])[O:50]2)=[O:29])[CH:19]=[CH:18][C:17]=1[F:20]. (6) Given the reactants [C:1](Cl)([C:14]1[CH:19]=[CH:18][CH:17]=[CH:16][CH:15]=1)([C:8]1[CH:13]=[CH:12][CH:11]=[CH:10][CH:9]=1)[C:2]1[CH:7]=[CH:6][CH:5]=[CH:4][CH:3]=1.CCN(CC)CC.[CH3:28][C:29]1[N:30]=[CH:31][NH:32][CH:33]=1.[NH4+].[Cl-], predict the reaction product. The product is: [CH3:28][C:29]1[N:30]=[CH:31][N:32]([C:1]([C:14]2[CH:19]=[CH:18][CH:17]=[CH:16][CH:15]=2)([C:8]2[CH:13]=[CH:12][CH:11]=[CH:10][CH:9]=2)[C:2]2[CH:7]=[CH:6][CH:5]=[CH:4][CH:3]=2)[CH:33]=1. (7) Given the reactants Cl[C:2]1[N:7]=[CH:6][N:5]=[C:4]([NH:8][C:9]2[CH:14]=[CH:13][C:12]([N:15]3[CH2:20][CH2:19][N:18]([CH:21]4[CH2:24][O:23][CH2:22]4)[CH2:17][CH2:16]3)=[CH:11][CH:10]=2)[N:3]=1.[CH3:25][O:26][C:27]1[CH:28]=[C:29]([CH:32]=[C:33](B2OC(C)(C)C(C)(C)O2)[CH:34]=1)[C:30]#[N:31].C(=O)([O-])[O-].[Na+].[Na+].O1CCOCC1, predict the reaction product. The product is: [CH3:25][O:26][C:27]1[CH:28]=[C:29]([CH:32]=[C:33]([C:2]2[N:3]=[C:4]([NH:8][C:9]3[CH:14]=[CH:13][C:12]([N:15]4[CH2:20][CH2:19][N:18]([CH:21]5[CH2:24][O:23][CH2:22]5)[CH2:17][CH2:16]4)=[CH:11][CH:10]=3)[N:5]=[CH:6][N:7]=2)[CH:34]=1)[C:30]#[N:31]. (8) Given the reactants [OH:1][CH2:2][C@H:3]1[CH2:7][CH2:6][CH2:5][N:4]1[CH2:8][CH2:9][C:10]1[NH:11][C:12](=[O:21])[C:13]2[C:18]([CH:19]=1)=[C:17]([CH3:20])[CH:16]=[CH:15][CH:14]=2.C(O)C.[S:25](=[O:29])(=[O:28])([OH:27])[OH:26], predict the reaction product. The product is: [S:25]([OH:29])([OH:28])(=[O:27])=[O:26].[OH:1][CH2:2][C@H:3]1[CH2:7][CH2:6][CH2:5][N:4]1[CH2:8][CH2:9][C:10]1[NH:11][C:12](=[O:21])[C:13]2[C:18]([CH:19]=1)=[C:17]([CH3:20])[CH:16]=[CH:15][CH:14]=2.[OH:1][CH2:2][C@H:3]1[CH2:7][CH2:6][CH2:5][N:4]1[CH2:8][CH2:9][C:10]1[NH:11][C:12](=[O:21])[C:13]2[C:18]([CH:19]=1)=[C:17]([CH3:20])[CH:16]=[CH:15][CH:14]=2. (9) Given the reactants [CH3:1][O:2][C:3](=[O:30])[CH2:4][CH2:5][C@H:6]([C@@H:8]1[C@:25]2([CH3:26])[C:11]([C:12]3[CH2:13][CH2:14][C@@H:15]4[C@:20]([C:22]=3[CH2:23][CH2:24]2)([CH3:21])[CH2:19][CH2:18][C@H:17]([OH:27])[C:16]4([CH3:29])[CH3:28])=[CH:10][CH2:9]1)[CH3:7].N1C=CN=C1.[Si:36](Cl)([C:39]([CH3:42])([CH3:41])[CH3:40])([CH3:38])[CH3:37], predict the reaction product. The product is: [CH3:1][O:2][C:3](=[O:30])[CH2:4][CH2:5][C@H:6]([C@@H:8]1[C@:25]2([CH3:26])[C:11]([C:12]3[CH2:13][CH2:14][C@@H:15]4[C@:20]([C:22]=3[CH2:23][CH2:24]2)([CH3:21])[CH2:19][CH2:18][C@H:17]([O:27][Si:36]([C:39]([CH3:42])([CH3:41])[CH3:40])([CH3:38])[CH3:37])[C:16]4([CH3:29])[CH3:28])=[CH:10][CH2:9]1)[CH3:7]. (10) Given the reactants [Br:1][CH2:2][CH2:3][CH2:4][O:5][C:6]1[CH:13]=[CH:12][C:9]([C:10]#[N:11])=[CH:8][CH:7]=1.[N:14]12[CH2:21][CH2:20][CH:17]([CH2:18][CH2:19]1)[C@@H:16]([O:22][C:23]([C:25]1([C:32]3[CH:37]=[CH:36][CH:35]=[CH:34][CH:33]=3)[CH2:31][CH2:30][CH2:29][CH2:28][CH2:27][CH2:26]1)=[O:24])[CH2:15]2, predict the reaction product. The product is: [Br-:1].[C:10]([C:9]1[CH:12]=[CH:13][C:6]([O:5][CH2:4][CH2:3][CH2:2][N+:14]23[CH2:21][CH2:20][CH:17]([CH2:18][CH2:19]2)[C@@H:16]([O:22][C:23]([C:25]2([C:32]4[CH:33]=[CH:34][CH:35]=[CH:36][CH:37]=4)[CH2:31][CH2:30][CH2:29][CH2:28][CH2:27][CH2:26]2)=[O:24])[CH2:15]3)=[CH:7][CH:8]=1)#[N:11].